Dataset: Full USPTO retrosynthesis dataset with 1.9M reactions from patents (1976-2016). Task: Predict the reactants needed to synthesize the given product. (1) Given the product [OH:10][C:11]1[C:12]([CH3:30])=[C:13]([CH3:29])[C:14]([NH:18][C:19](=[O:28])[CH2:20][CH:21]([CH3:27])[CH2:22][C:23]([CH3:25])([CH3:26])[CH3:24])=[N:15][C:16]=1[CH3:17], predict the reactants needed to synthesize it. The reactants are: CO.C([O:10][C:11]1[C:12]([CH3:30])=[C:13]([CH3:29])[C:14]([NH:18][C:19](=[O:28])[CH2:20][CH:21]([CH3:27])[CH2:22][C:23]([CH3:26])([CH3:25])[CH3:24])=[N:15][C:16]=1[CH3:17])C1C=CC=CC=1. (2) Given the product [NH2:25][C:23]1[CH:22]=[CH:21][C:20]([O:28][CH3:29])=[C:19]([C:18]2[C:9]([CH2:8][O:7][C:6]3[CH:33]=[C:2]([F:1])[CH:3]=[CH:4][C:5]=3[CH3:34])=[C:10]3[C:15](=[CH:16][CH:17]=2)[NH:14][C:13]([CH3:31])([CH3:30])[CH:12]=[C:11]3[CH3:32])[CH:24]=1, predict the reactants needed to synthesize it. The reactants are: [F:1][C:2]1[CH:3]=[CH:4][C:5]([CH3:34])=[C:6]([CH:33]=1)[O:7][CH2:8][C:9]1[C:18]([C:19]2[CH:24]=[C:23]([N+:25]([O-])=O)[CH:22]=[CH:21][C:20]=2[O:28][CH3:29])=[CH:17][CH:16]=[C:15]2[C:10]=1[C:11]([CH3:32])=[CH:12][C:13]([CH3:31])([CH3:30])[NH:14]2.[OH-].[Na+].C(OCC)(=O)C. (3) Given the product [NH:14]1[C:9]2[C:8](=[CH:13][CH:12]=[CH:11][CH:10]=2)[CH:7]=[CH:6]1, predict the reactants needed to synthesize it. The reactants are: N1([CH:6]=[CH:7][C:8]2[CH:13]=[CH:12][CH:11]=[CH:10][C:9]=2[N+:14]([O-])=O)CCCC1. (4) Given the product [NH2:33][C:29]1([CH3:32])[CH2:30][CH2:31][N:26]([CH:20]2[CH2:19][C@@H:18]3[N:23]([CH2:24][C@H:16]([O:15][C@@H:13]([C:5]4[CH:4]=[C:3]([C:2]([F:1])([F:45])[F:46])[CH:8]=[C:7]([C:9]([F:12])([F:11])[F:10])[CH:6]=4)[CH3:14])[C@H:17]3[C:38]3[CH:43]=[CH:42][C:41]([F:44])=[CH:40][CH:39]=3)[C:22](=[O:25])[CH2:21]2)[CH2:27][CH2:28]1, predict the reactants needed to synthesize it. The reactants are: [F:1][C:2]([F:46])([F:45])[C:3]1[CH:4]=[C:5]([C@H:13]([O:15][C@H:16]2[CH2:24][N:23]3[C@@H:18]([CH2:19][CH:20]([N:26]4[CH2:31][CH2:30][C:29]([NH:33]C(=O)CCl)([CH3:32])[CH2:28][CH2:27]4)[CH2:21][C:22]3=[O:25])[C@@H:17]2[C:38]2[CH:43]=[CH:42][C:41]([F:44])=[CH:40][CH:39]=2)[CH3:14])[CH:6]=[C:7]([C:9]([F:12])([F:11])[F:10])[CH:8]=1.NC(N)=S.CC(O)=O. (5) The reactants are: [CH:1](NC(C)C)(C)C.C([Li])CCC.[CH2:13]([N:20]1[CH2:25][CH2:24][CH:23]([C:26]([O:28][C:29]([CH3:32])([CH3:31])[CH3:30])=[O:27])[CH2:22][CH2:21]1)[C:14]1[CH:19]=[CH:18][CH:17]=[CH:16][CH:15]=1.CI. Given the product [CH2:13]([N:20]1[CH2:25][CH2:24][C:23]([CH3:1])([C:26]([O:28][C:29]([CH3:32])([CH3:31])[CH3:30])=[O:27])[CH2:22][CH2:21]1)[C:14]1[CH:15]=[CH:16][CH:17]=[CH:18][CH:19]=1, predict the reactants needed to synthesize it. (6) Given the product [CH2:25]([CH:29]1[CH2:34][CH2:33][N:32]([CH2:2][CH2:3][CH2:4][N:5]2[C:10]3[CH:11]=[C:12]([F:15])[CH:13]=[CH:14][C:9]=3[O:8][CH2:7][C:6]2=[O:16])[CH2:31][CH2:30]1)[CH2:26][CH2:27][CH3:28], predict the reactants needed to synthesize it. The reactants are: Cl[CH2:2][CH2:3][CH2:4][N:5]1[C:10]2[CH:11]=[C:12]([F:15])[CH:13]=[CH:14][C:9]=2[O:8][CH2:7][C:6]1=[O:16].C([O-])([O-])=O.[K+].[K+].[Na+].[I-].[CH2:25]([CH:29]1[CH2:34][CH2:33][NH:32][CH2:31][CH2:30]1)[CH2:26][CH2:27][CH3:28]. (7) Given the product [Cl:11][C:9]1[N:10]=[C:3]2[C:2]([NH:18][CH2:17][C:16]3[CH:19]=[CH:20][CH:21]=[C:14]([O:13][CH3:12])[CH:15]=3)=[CH:7][CH:6]=[CH:5][N:4]2[N:8]=1, predict the reactants needed to synthesize it. The reactants are: Br[C:2]1[C:3]2[N:4]([N:8]=[C:9]([Cl:11])[N:10]=2)[CH:5]=[CH:6][CH:7]=1.[CH3:12][O:13][C:14]1[CH:15]=[C:16]([CH:19]=[CH:20][CH:21]=1)[CH2:17][NH2:18]. (8) Given the product [Cl:11][C:9]1[CH:8]=[CH:7][C:5]2[N:6]=[C:2]([NH:12][C:13]3[CH:18]=[CH:17][C:16]([CH2:19][C:20]([O:22][CH3:23])=[O:21])=[CH:15][C:14]=3[Cl:24])[S:3][C:4]=2[CH:10]=1, predict the reactants needed to synthesize it. The reactants are: Br[C:2]1[S:3][C:4]2[CH:10]=[C:9]([Cl:11])[CH:8]=[CH:7][C:5]=2[N:6]=1.[NH2:12][C:13]1[CH:18]=[CH:17][C:16]([CH2:19][C:20]([O:22][CH3:23])=[O:21])=[CH:15][C:14]=1[Cl:24].[NH+]1C=CC=CC=1.CC1C=CC(S(O)(=O)=O)=CC=1. (9) The reactants are: [CH3:1][O:2][CH2:3][CH2:4][O:5][CH2:6][CH2:7][O:8][C:9]1[CH:14]=[CH:13][NH:12][C:11](=[S:15])[C:10]=1[CH3:16].[Cl:17][CH2:18][C:19]1[NH:20][C:21]2[CH:27]=[CH:26][CH:25]=[CH:24][C:22]=2[N:23]=1.[OH-].[Na+].C(O)C. Given the product [ClH:17].[CH3:1][O:2][CH2:3][CH2:4][O:5][CH2:6][CH2:7][O:8][C:9]1[CH:14]=[CH:13][N:12]=[C:11]([S:15][CH2:18][C:19]2[NH:23][C:22]3[CH:24]=[CH:25][CH:26]=[CH:27][C:21]=3[N:20]=2)[C:10]=1[CH3:16], predict the reactants needed to synthesize it. (10) Given the product [NH2:26][C:5]1[S:4][C@:3]2([C:1]#[N:2])[C@H:8]([C@:7]([C:11]3[CH:16]=[C:15]([NH2:17])[CH:14]=[C:13]([F:24])[C:12]=3[F:25])([CH3:10])[N:6]=1)[CH2:9]2, predict the reactants needed to synthesize it. The reactants are: [C:1]([C@:3]12[CH2:9][C@H:8]1[C@:7]([C:11]1[CH:16]=[C:15]([NH:17]C(=O)C(F)(F)F)[CH:14]=[C:13]([F:24])[C:12]=1[F:25])([CH3:10])[N:6]=[C:5]([NH:26]C(=O)C(F)(F)F)[S:4]2)#[N:2].